Dataset: Full USPTO retrosynthesis dataset with 1.9M reactions from patents (1976-2016). Task: Predict the reactants needed to synthesize the given product. (1) Given the product [C:16]([NH2:15])(=[O:23])[C:17]1[CH:22]=[CH:21][CH:20]=[N:12][CH:18]=1.[C:1]([OH:4])(=[O:3])[C:2]1[CH:25]=[CH:27][CH:28]=[N:29][CH:30]=1, predict the reactants needed to synthesize it. The reactants are: [C:1]([O-:4])(=[O:3])[CH3:2].[Ca+2].[C:1]([O-:4])(=[O:3])[CH3:2].C(#[N:12])C.O.C[N:15](C)[C:16](=[O:23])[C:17]1[CH:22]=[CH:21][CH:20]=C[CH:18]=1.[C:25]([C:27]1[CH:28]=[N:29][CH:30]=CC=1)#N. (2) Given the product [CH:21]1([CH:12]2[C:13]3[C:18](=[CH:17][CH:16]=[CH:15][CH:14]=3)[CH2:19][CH2:20][N:11]2[C:9](=[O:10])[CH2:8][NH2:7])[CH2:22][CH2:23][CH2:24][CH2:25][CH2:26]1, predict the reactants needed to synthesize it. The reactants are: C(OC(=O)[NH:7][CH2:8][C:9]([N:11]1[CH2:20][CH2:19][C:18]2[C:13](=[CH:14][CH:15]=[CH:16][CH:17]=2)[CH:12]1[CH:21]1[CH2:26][CH2:25][CH2:24][CH2:23][CH2:22]1)=[O:10])(C)(C)C.Cl.CCOC(C)=O. (3) Given the product [OH:2][C:3]1[CH:4]=[CH:5][C:6]([S:9]([NH:12][C:13]2[CH:18]=[CH:17][CH:16]=[C:15]([C:19]3[C:27]4[C:26]([NH:28][C@H:29]([C:31]5[N:36]([C:37]6[CH:42]=[CH:41][CH:40]=[CH:39][CH:38]=6)[C:35](=[O:43])[C:34]6=[C:44]([CH3:47])[CH:45]=[CH:46][N:33]6[N:32]=5)[CH3:30])=[N:25][CH:24]=[N:23][C:22]=4[NH:21][CH:20]=3)[CH:14]=2)(=[O:11])=[O:10])=[CH:7][CH:8]=1, predict the reactants needed to synthesize it. The reactants are: C[O:2][C:3]1[CH:8]=[CH:7][C:6]([S:9]([NH:12][C:13]2[CH:18]=[CH:17][CH:16]=[C:15]([C:19]3[C:27]4[C:26]([NH:28][C@H:29]([C:31]5[N:36]([C:37]6[CH:42]=[CH:41][CH:40]=[CH:39][CH:38]=6)[C:35](=[O:43])[C:34]6=[C:44]([CH3:47])[CH:45]=[CH:46][N:33]6[N:32]=5)[CH3:30])=[N:25][CH:24]=[N:23][C:22]=4[N:21](COCC[Si](C)(C)C)[CH:20]=3)[CH:14]=2)(=[O:11])=[O:10])=[CH:5][CH:4]=1.B(Br)(Br)Br.N. (4) Given the product [F:27][C:24]([F:25])([F:26])[O:23][C:20]1[CH:21]=[CH:22][C:17]([N:14]2[CH2:13][CH2:12][C:11]3([CH2:10][CH2:9][NH:8][CH2:29][CH2:28]3)[C:15]2=[O:16])=[CH:18][CH:19]=1, predict the reactants needed to synthesize it. The reactants are: C([N:8]1[CH2:29][CH2:28][C:11]2([C:15](=[O:16])[N:14]([C:17]3[CH:22]=[CH:21][C:20]([O:23][C:24]([F:27])([F:26])[F:25])=[CH:19][CH:18]=3)[CH2:13][CH2:12]2)[CH2:10][CH2:9]1)C1C=CC=CC=1.C(O)(=O)C. (5) Given the product [Br:1][C:2]1[C:11]2[C:6](=[CH:7][C:8]([Br:12])=[CH:9][CH:10]=2)[CH:5]=[CH:4][C:3]=1[O:13][CH2:22][CH2:21][Br:20], predict the reactants needed to synthesize it. The reactants are: [Br:1][C:2]1[C:11]2[C:6](=[CH:7][C:8]([Br:12])=[CH:9][CH:10]=2)[CH:5]=[CH:4][C:3]=1[OH:13].C(=O)([O-])[O-].[K+].[K+].[Br:20][CH:21](Br)[CH3:22].O. (6) Given the product [NH2:8][CH2:7][C:6]1[CH:9]=[CH:10][C:3]([N:2]([CH3:1])[CH3:15])=[C:4]([C:11]([F:12])([F:13])[F:14])[CH:5]=1, predict the reactants needed to synthesize it. The reactants are: [CH3:1][N:2]([CH3:15])[C:3]1[CH:10]=[CH:9][C:6]([C:7]#[N:8])=[CH:5][C:4]=1[C:11]([F:14])([F:13])[F:12].[H-].[Al+3].[Li+].[H-].[H-].[H-].O.[OH-].[Na+].